Dataset: NCI-60 drug combinations with 297,098 pairs across 59 cell lines. Task: Regression. Given two drug SMILES strings and cell line genomic features, predict the synergy score measuring deviation from expected non-interaction effect. (1) Drug 1: C1C(C(OC1N2C=NC3=C(N=C(N=C32)Cl)N)CO)O. Drug 2: CN1C2=C(C=C(C=C2)N(CCCl)CCCl)N=C1CCCC(=O)O.Cl. Cell line: NCI-H226. Synergy scores: CSS=2.24, Synergy_ZIP=-2.10, Synergy_Bliss=-3.31, Synergy_Loewe=-3.84, Synergy_HSA=-2.35. (2) Drug 1: C1=CN(C=N1)CC(O)(P(=O)(O)O)P(=O)(O)O. Drug 2: C(CN)CNCCSP(=O)(O)O. Cell line: OVCAR-5. Synergy scores: CSS=0.693, Synergy_ZIP=0.345, Synergy_Bliss=0.239, Synergy_Loewe=0.475, Synergy_HSA=-0.887. (3) Drug 1: C1=NC2=C(N1)C(=S)N=C(N2)N. Drug 2: C1=CN(C=N1)CC(O)(P(=O)(O)O)P(=O)(O)O. Cell line: HOP-92. Synergy scores: CSS=17.0, Synergy_ZIP=-9.93, Synergy_Bliss=-7.86, Synergy_Loewe=-6.28, Synergy_HSA=-5.99. (4) Drug 1: CNC(=O)C1=CC=CC=C1SC2=CC3=C(C=C2)C(=NN3)C=CC4=CC=CC=N4. Drug 2: CC12CCC(CC1=CCC3C2CCC4(C3CC=C4C5=CN=CC=C5)C)O. Cell line: HL-60(TB). Synergy scores: CSS=11.0, Synergy_ZIP=1.15, Synergy_Bliss=6.39, Synergy_Loewe=-4.54, Synergy_HSA=1.33. (5) Drug 1: COC1=NC(=NC2=C1N=CN2C3C(C(C(O3)CO)O)O)N. Drug 2: CC(C)(C#N)C1=CC(=CC(=C1)CN2C=NC=N2)C(C)(C)C#N. Cell line: U251. Synergy scores: CSS=50.7, Synergy_ZIP=5.35, Synergy_Bliss=2.48, Synergy_Loewe=3.32, Synergy_HSA=2.65.